From a dataset of Merck oncology drug combination screen with 23,052 pairs across 39 cell lines. Regression. Given two drug SMILES strings and cell line genomic features, predict the synergy score measuring deviation from expected non-interaction effect. (1) Drug 1: Cn1nnc2c(C(N)=O)ncn2c1=O. Synergy scores: synergy=1.88. Drug 2: COC1CC2CCC(C)C(O)(O2)C(=O)C(=O)N2CCCCC2C(=O)OC(C(C)CC2CCC(OP(C)(C)=O)C(OC)C2)CC(=O)C(C)C=C(C)C(O)C(OC)C(=O)C(C)CC(C)C=CC=CC=C1C. Cell line: COLO320DM. (2) Drug 1: O=P1(N(CCCl)CCCl)NCCCO1. Drug 2: O=C(CCCCCCC(=O)Nc1ccccc1)NO. Cell line: HCT116. Synergy scores: synergy=5.67.